Task: Predict the product of the given reaction.. Dataset: Forward reaction prediction with 1.9M reactions from USPTO patents (1976-2016) (1) Given the reactants O=S(Cl)Cl.[Br:5][C:6]1[CH:7]=[CH:8][C:9]([O:15]C)=[C:10]([CH:14]=1)[C:11]([OH:13])=O.CN(C=O)C.[Al+3].[Cl-].[Cl-].[Cl-], predict the reaction product. The product is: [Br:5][C:6]1[CH:7]=[CH:8][C:9]([OH:15])=[C:10]([C:11]([C:6]2[CH:7]=[CH:8][CH:9]=[CH:10][CH:14]=2)=[O:13])[CH:14]=1. (2) Given the reactants C([C:3]1[C:4](CC2C=CC=CC=2)=[C:5]2[C:10](=[O:11])[NH:9][C:7](=[O:8])[C:6]2=[CH:12][CH:13]=1)=C.O.NN, predict the reaction product. The product is: [C:10]1(=[O:11])[NH:9][C:7](=[O:8])[C:6]2=[CH:12][CH:13]=[CH:3][CH:4]=[C:5]12. (3) Given the reactants [CH2:1]([NH:5][C:6]1[CH:13]=[CH:12][C:9]([C:10]#[N:11])=[CH:8][C:7]=1[N+:14]([O-])=O)[CH2:2][CH:3]=[CH2:4].[Sn](Cl)Cl, predict the reaction product. The product is: [NH2:14][C:7]1[CH:8]=[C:9]([CH:12]=[CH:13][C:6]=1[NH:5][CH2:1][CH2:2][CH:3]=[CH2:4])[C:10]#[N:11]. (4) The product is: [ClH:22].[F:1][C:2]1[CH:7]=[CH:6][C:5]([C:8]2[N:13]=[CH:12][C:11]([C@@H:14]3[CH2:16][C@H:15]3[C:17]([Cl:22])=[O:19])=[CH:10][CH:9]=2)=[CH:4][CH:3]=1. Given the reactants [F:1][C:2]1[CH:7]=[CH:6][C:5]([C:8]2[N:13]=[CH:12][C:11]([C@@H:14]3[CH2:16][C@H:15]3[C:17]([OH:19])=O)=[CH:10][CH:9]=2)=[CH:4][CH:3]=1.S(Cl)([Cl:22])=O, predict the reaction product. (5) Given the reactants O=[C:2]([C:20]1[CH:25]=[CH:24][CH:23]=[C:22]([O:26][C:27]([F:30])([F:29])[F:28])[CH:21]=1)[CH2:3][NH:4][C:5]([CH:7]1[CH2:12][CH2:11][N:10](C(OC(C)(C)C)=O)[CH2:9][CH2:8]1)=O.C([O-])(=O)C.[NH4+:35], predict the reaction product. The product is: [F:28][C:27]([F:30])([F:29])[O:26][C:22]1[CH:21]=[C:20]([C:2]2[N:35]=[C:5]([CH:7]3[CH2:12][CH2:11][NH:10][CH2:9][CH2:8]3)[NH:4][CH:3]=2)[CH:25]=[CH:24][CH:23]=1. (6) Given the reactants Cl[S:2]([N:5]=[C:6]=[O:7])(=[O:4])=[O:3].[C:8]([OH:12])([CH3:11])([CH3:10])[CH3:9].[CH3:13][C:14]1[N:19]=[C:18]([C:20]2[CH:25]=[CH:24][N:23]=[C:22]([C:26]3[CH:27]=[C:28]([NH2:32])[CH:29]=[CH:30][CH:31]=3)[N:21]=2)[CH:17]=[C:16]([C:33]2[CH:38]=[CH:37][C:36]([C:39]([F:42])([F:41])[F:40])=[CH:35][CH:34]=2)[CH:15]=1.C(N(CC)CC)C, predict the reaction product. The product is: [C:8]([O:12][C:6]([NH:5][S:2]([NH:32][C:28]1[CH:29]=[CH:30][CH:31]=[C:26]([C:22]2[N:21]=[C:20]([C:18]3[CH:17]=[C:16]([C:33]4[CH:38]=[CH:37][C:36]([C:39]([F:42])([F:41])[F:40])=[CH:35][CH:34]=4)[CH:15]=[C:14]([CH3:13])[N:19]=3)[CH:25]=[CH:24][N:23]=2)[CH:27]=1)(=[O:4])=[O:3])=[O:7])([CH3:11])([CH3:10])[CH3:9]. (7) The product is: [N:23]1([NH:28][C:29]([C:31]2[CH:36]=[N:35][C:34]([C:37]3[CH:42]=[CH:41][CH:40]=[CH:39][CH:38]=3)=[N:33][CH:32]=2)=[O:30])[CH2:24][CH2:25][CH2:26][CH2:27]1. Given the reactants Cl.N1(N)CCCC1.COC(=O)CCC1C(=O)N(N)C(=O)NC=1.[N:23]1([NH:28][C:29]([C:31]2[CH:32]=[N:33][C:34]([C:37]3[CH:42]=[CH:41][CH:40]=[C:39](F)[CH:38]=3)=[N:35][CH:36]=2)=[O:30])[CH2:27][CH2:26][CH2:25][CH2:24]1, predict the reaction product.